This data is from Catalyst prediction with 721,799 reactions and 888 catalyst types from USPTO. The task is: Predict which catalyst facilitates the given reaction. (1) Reactant: [CH3:1][O:2][C:3]([C:5]1([C:11]2[CH:16]=[C:15]([F:17])[CH:14]=[C:13]([O:18][CH2:19][C:20]3[CH:29]=[C:28]4[C:23]([C:24]([Cl:31])=[CH:25][C:26](Cl)=[N:27]4)=[CH:22][CH:21]=3)[CH:12]=2)[CH2:10][CH2:9][O:8][CH2:7][CH2:6]1)=[O:4].[NH2:32][NH2:33]. Product: [CH3:1][O:2][C:3]([C:5]1([C:11]2[CH:16]=[C:15]([F:17])[CH:14]=[C:13]([O:18][CH2:19][C:20]3[CH:29]=[C:28]4[C:23]([C:24]([Cl:31])=[CH:25][C:26]([NH:32][NH2:33])=[N:27]4)=[CH:22][CH:21]=3)[CH:12]=2)[CH2:10][CH2:9][O:8][CH2:7][CH2:6]1)=[O:4]. The catalyst class is: 14. (2) Reactant: [CH2:1]([O:3][C:4]([C:6]1[CH:11]=[CH:10][CH:9]=[C:8]([CH2:12]Br)[N:7]=1)=[O:5])[CH3:2].[I:14][C:15]1[CH:20]=[CH:19][C:18]([OH:21])=[CH:17][CH:16]=1.C(=O)([O-])[O-].[K+].[K+]. Product: [CH2:1]([O:3][C:4]([C:6]1[CH:11]=[CH:10][CH:9]=[C:8]([CH2:12][O:21][C:18]2[CH:19]=[CH:20][C:15]([I:14])=[CH:16][CH:17]=2)[N:7]=1)=[O:5])[CH3:2]. The catalyst class is: 21. (3) Reactant: [NH2:1][C:2]1[CH:10]=[CH:9][C:8]([CH3:11])=[CH:7][C:3]=1[C:4]([OH:6])=[O:5].[CH3:12][C:13]([CH3:15])=O.C(O[BH-](OC(=O)C)OC(=O)C)(=O)C.[Na+]. Product: [CH:13]([NH:1][C:2]1[CH:10]=[CH:9][C:8]([CH3:11])=[CH:7][C:3]=1[C:4]([OH:6])=[O:5])([CH3:15])[CH3:12]. The catalyst class is: 322.